From a dataset of Reaction yield outcomes from USPTO patents with 853,638 reactions. Predict the reaction yield, written as a fraction of the theoretical maximum amount of product (1.0 means a 100% yield; for example, 0.34 means a 34% yield). The reactants are [F:1][CH2:2][C:3]1([CH2:6][O:7][C@H:8]2[CH2:13][CH2:12][C@H:11]([N:14]3[C:19](=[O:20])[C:18]([CH2:21][C:22]4[CH:27]=[CH:26][C:25]([C:28]5[C:29]([C:34]#[N:35])=[CH:30][CH:31]=[CH:32][CH:33]=5)=[CH:24][CH:23]=4)=[C:17]([CH2:36][CH2:37][CH3:38])[N:16]4[N:39]=[CH:40][N:41]=[C:15]34)[CH2:10][CH2:9]2)[CH2:5][O:4]1.[FH:42].[K].CCCC[N+](CCCC)(CCCC)CCCC.F.F.[F-]. The catalyst is ClC1C=CC=CC=1. The product is [F:42][CH2:5][C:3]([CH2:2][F:1])([OH:4])[CH2:6][O:7][C@H:8]1[CH2:13][CH2:12][C@H:11]([N:14]2[C:19](=[O:20])[C:18]([CH2:21][C:22]3[CH:27]=[CH:26][C:25]([C:28]4[C:29]([C:34]#[N:35])=[CH:30][CH:31]=[CH:32][CH:33]=4)=[CH:24][CH:23]=3)=[C:17]([CH2:36][CH2:37][CH3:38])[N:16]3[N:39]=[CH:40][N:41]=[C:15]23)[CH2:10][CH2:9]1. The yield is 0.870.